Dataset: Full USPTO retrosynthesis dataset with 1.9M reactions from patents (1976-2016). Task: Predict the reactants needed to synthesize the given product. (1) Given the product [F:35][C:33]1[CH:34]=[C:25]([C:13]2[C:14]([CH3:24])=[N:15][N:16]([C:17]3[CH:22]=[CH:21][CH:20]=[CH:19][C:18]=3[CH3:23])[C:12]=2[NH:11][C:6]2[CH:7]=[CH:8][CH:9]=[CH:10][C:5]=2[C:3]([OH:4])=[O:2])[CH:26]=[C:27]2[C:32]=1[N:31]=[CH:30][CH:29]=[N:28]2, predict the reactants needed to synthesize it. The reactants are: C[O:2][C:3]([C:5]1[CH:10]=[CH:9][CH:8]=[CH:7][C:6]=1[NH:11][C:12]1[N:16]([C:17]2[CH:22]=[CH:21][CH:20]=[CH:19][C:18]=2[CH3:23])[N:15]=[C:14]([CH3:24])[C:13]=1[C:25]1[CH:26]=[C:27]2[C:32](=[C:33]([F:35])[CH:34]=1)[N:31]=[CH:30][CH:29]=[N:28]2)=[O:4].[OH-].[Na+].Cl. (2) Given the product [ClH:37].[ClH:1].[ClH:37].[Br:30][C:31]1[C:32]([C:38]2[S:42][C:41]3[C:43]([O:47][CH3:48])=[CH:44][CH:45]=[CH:46][C:40]=3[CH:39]=2)=[N:33][C:34]([NH:15][CH2:16][CH2:17][CH2:18][N:19]2[CH2:20][CH2:21][N:22]([CH3:25])[CH2:23][CH2:24]2)=[N:35][CH:36]=1, predict the reactants needed to synthesize it. The reactants are: [ClH:1].Cl.Cl.S1C(C2C=CN=C([NH:15][CH2:16][CH2:17][CH2:18][N:19]3[CH2:24][CH2:23][N:22]([CH3:25])[CH2:21][CH2:20]3)N=2)=CC2C=CC=CC1=2.[Br:30][C:31]1[C:32]([C:38]2[S:42][C:41]3[C:43]([O:47][CH3:48])=[CH:44][CH:45]=[CH:46][C:40]=3[CH:39]=2)=[N:33][C:34]([Cl:37])=[N:35][CH:36]=1.NCCCN1CCN(C)CC1. (3) Given the product [CH3:1][N:2]1[C:3]2=[N:4][CH:5]=[C:6]([C:10]([F:13])([F:11])[F:12])[CH:7]=[C:8]2[N:9]=[C:20]1[C:19]1[CH:23]=[CH:24][CH:25]=[CH:26][C:18]=1[S:17][CH2:14][CH2:15][CH3:16], predict the reactants needed to synthesize it. The reactants are: [CH3:1][NH:2][C:3]1[C:8]([NH2:9])=[CH:7][C:6]([C:10]([F:13])([F:12])[F:11])=[CH:5][N:4]=1.[CH2:14]([S:17][C:18]1[CH:26]=[CH:25][CH:24]=[CH:23][C:19]=1[C:20](O)=O)[CH2:15][CH3:16].CCN=C=NCCCN(C)C.C1C=CC2N(O)N=NC=2C=1.